Dataset: Plasma protein binding rate (PPBR) regression data from AstraZeneca. Task: Regression/Classification. Given a drug SMILES string, predict its absorption, distribution, metabolism, or excretion properties. Task type varies by dataset: regression for continuous measurements (e.g., permeability, clearance, half-life) or binary classification for categorical outcomes (e.g., BBB penetration, CYP inhibition). For this dataset (ppbr_az), we predict Y. (1) The molecule is CCOc1ccc([C@@H](C)Nc2nc(N3CCN(C(C)=O)CC3)nc3c2CN(C(C)C)C3=O)cc1. The Y is 70.1 %. (2) The compound is Cc1cccc([C@H](C)c2c[nH]c(=S)[nH]2)c1C. The Y is 83.0 %. (3) The Y is 86.6 %. The drug is O=C(NCc1ccccc1Cl)c1cccnc1Oc1ccccc1. (4) The molecule is CCS(=O)(=O)c1ccc2[nH]c(-c3cccc(-c4ccccc4)c3)nc2c1. The Y is 99.9 %. (5) The molecule is CCOc1cc2ncc(C(N)=O)c(Nc3cccc(Cl)c3Cl)c2cc1NCCN(C)C. The Y is 95.8 %. (6) The molecule is O=C(CN1CCN(Cc2ccn(-c3ccc(C(F)(F)F)cn3)c2)CC1)NC(c1ccc(F)cc1)c1ccc(F)cc1. The Y is 99.9 %. (7) The molecule is CC(C)(C)NC(=O)NCCN1CCOC(CNC(=O)c2cc(Cl)cc(Cl)c2)C1. The Y is 93.9 %. (8) The molecule is OC[C@H](Nc1ncc(Cl)c(Nc2cc(C3CC3)[nH]n2)n1)c1ccc(F)cc1. The Y is 95.6 %.